Dataset: Forward reaction prediction with 1.9M reactions from USPTO patents (1976-2016). Task: Predict the product of the given reaction. (1) The product is: [Cl:1][C:2]1[CH:3]=[C:4]([N:8]2[C:13](=[O:14])[C:12]([O:15][CH2:16][CH:17]([CH3:19])[CH3:18])=[C:11]([C:20]3[CH:25]=[CH:24][C:23]([S:26]([NH2:30])(=[O:28])=[O:27])=[CH:22][CH:21]=3)[CH:10]=[N:9]2)[CH:5]=[CH:6][CH:7]=1. Given the reactants [Cl:1][C:2]1[CH:3]=[C:4]([N:8]2[C:13](=[O:14])[C:12]([O:15][CH2:16][CH:17]([CH3:19])[CH3:18])=[C:11]([C:20]3[CH:25]=[CH:24][C:23]([S:26](C)(=[O:28])=[O:27])=[CH:22][CH:21]=3)[CH:10]=[N:9]2)[CH:5]=[CH:6][CH:7]=1.[NH3:30], predict the reaction product. (2) Given the reactants C([O:4][C:5]1[CH:6]=[C:7]2[C:12](=[CH:13][C:14]=1[O:15][CH3:16])[N:11]=[CH:10][N:9]=[C:8]2[NH:17][C:18]1[CH:23]=[CH:22][C:21]([Cl:24])=[C:20]([Cl:25])[C:19]=1[F:26])(=O)C.N, predict the reaction product. The product is: [Cl:25][C:20]1[C:19]([F:26])=[C:18]([NH:17][C:8]2[C:7]3[C:12](=[CH:13][C:14]([O:15][CH3:16])=[C:5]([OH:4])[CH:6]=3)[N:11]=[CH:10][N:9]=2)[CH:23]=[CH:22][C:21]=1[Cl:24]. (3) Given the reactants [Cl:1][C:2]1[CH:3]=[CH:4][C:5]([N+:11]([O-:13])=[O:12])=[C:6]([CH:10]=1)[C:7]([OH:9])=O.[N:14]1C=C[CH:17]=[CH:16][CH:15]=1.O=P(Cl)(Cl)[Cl:22].C(=O)(O)[O-].[Na+].[C:30](#[N:32])[CH3:31], predict the reaction product. The product is: [Cl:1][C:2]1[CH:3]=[CH:4][C:5]([N+:11]([O-:13])=[O:12])=[C:6]([CH:10]=1)[C:7]([NH:32][C:30]1[CH:31]=[CH:17][C:16]([Cl:22])=[CH:15][N:14]=1)=[O:9].